The task is: Predict which catalyst facilitates the given reaction.. This data is from Catalyst prediction with 721,799 reactions and 888 catalyst types from USPTO. Reactant: Br[C:2]1[CH:3]=[C:4]([CH:17]=[CH:18][CH:19]=1)[O:5][C@H:6]([C:8]1[CH:16]=[CH:15][C:11]([C:12]([OH:14])=O)=[CH:10][CH:9]=1)[CH3:7].Cl.C([N:23]=[C:24]=[N:25][CH2:26][CH2:27][CH2:28]N(C)C)C.ON1C2C=CC=C[C:36]=2N=N1.[NH2:42][CH2:43][C:44]1[C:45]([OH:52])=[N:46][C:47]([CH3:51])=[CH:48][C:49]=1[CH3:50]. Product: [NH2:23][C:24]1[N:25]=[CH:26][C:27]([C:2]2[CH:3]=[C:4]([CH:17]=[CH:18][CH:19]=2)[O:5][C@H:6]([C:8]2[CH:9]=[CH:10][C:11]([C:12]([NH:42][CH2:43][C:44]3[C:45]([OH:52])=[N:46][C:47]([CH3:51])=[CH:48][C:49]=3[CH3:50])=[O:14])=[CH:15][CH:16]=2)[CH3:7])=[CH:28][CH:36]=1. The catalyst class is: 236.